From a dataset of Catalyst prediction with 721,799 reactions and 888 catalyst types from USPTO. Predict which catalyst facilitates the given reaction. (1) Product: [CH2:70]([O:69][C:46]1[CH:45]=[C:44]([CH:37]2[CH2:88][S:90][S:28][CH2:36]2)[CH:49]=[C:48]([O:50][CH2:51][CH2:52][CH2:53][CH2:54][CH2:55][CH2:56][CH2:57][CH2:58][CH2:59][CH2:60][CH2:61][CH2:62][CH2:63][CH2:64][CH2:65][CH2:66][CH2:67][CH3:68])[CH:47]=1)[CH2:71][CH2:72][CH2:73][CH2:74][CH2:75][CH2:76][CH2:77][CH2:78][CH2:79][CH2:80][CH2:81][CH2:82][CH2:83][CH2:84][CH2:85][CH2:86][CH3:87]. The catalyst class is: 3. Reactant: C(OC1C=CC(C2CS[S:28]C2)=CC=1)CCCCCCCCCCCCCCCCC.CS(O[CH2:36][CH:37]([C:44]1[CH:49]=[C:48]([O:50][CH2:51][CH2:52][CH2:53][CH2:54][CH2:55][CH2:56][CH2:57][CH2:58][CH2:59][CH2:60][CH2:61][CH2:62][CH2:63][CH2:64][CH2:65][CH2:66][CH2:67][CH3:68])[CH:47]=[C:46]([O:69][CH2:70][CH2:71][CH2:72][CH2:73][CH2:74][CH2:75][CH2:76][CH2:77][CH2:78][CH2:79][CH2:80][CH2:81][CH2:82][CH2:83][CH2:84][CH2:85][CH2:86][CH3:87])[CH:45]=1)COS(C)(=O)=O)(=O)=O.[C:88]([S-:90])#N.[K+].CCO. (2) Reactant: [NH2:1][CH2:2][C:3]1[O:4][CH:5]=[C:6]([O:10][CH3:11])[C:7](=[O:9])[CH:8]=1.CO[CH:14]=[C:15]1[C:24]2[C:19](=[CH:20][CH:21]=[C:22]([Br:25])[CH:23]=2)[C:18](=[O:26])[NH:17][C:16]1=[O:27]. Product: [Br:25][C:22]1[CH:23]=[C:24]2[C:19](=[CH:20][CH:21]=1)[C:18](=[O:26])[NH:17][C:16](=[O:27])[C:15]2=[CH:14][NH:1][CH2:2][C:3]1[O:4][CH:5]=[C:6]([O:10][CH3:11])[C:7](=[O:9])[CH:8]=1. The catalyst class is: 9. (3) Reactant: [CH3:1][S:2]([C:5]1[CH:10]=[CH:9][C:8]([C:11]2[N:16]=[CH:15][C:14]([CH2:17][O:18][CH:19]3[CH2:24][CH2:23][N:22](C(OC(C)(C)C)=O)[CH2:21][CH2:20]3)=[CH:13][CH:12]=2)=[CH:7][CH:6]=1)(=[O:4])=[O:3].C(O)(C(F)(F)F)=O. Product: [CH3:1][S:2]([C:5]1[CH:10]=[CH:9][C:8]([C:11]2[CH:12]=[CH:13][C:14]([CH2:17][O:18][CH:19]3[CH2:24][CH2:23][NH:22][CH2:21][CH2:20]3)=[CH:15][N:16]=2)=[CH:7][CH:6]=1)(=[O:3])=[O:4]. The catalyst class is: 2. (4) Reactant: [N:1]1[C:9]2[C:4](=[N:5][CH:6]=[CH:7][CH:8]=2)[N:3]([CH2:10][C:11]2[CH:22]=[CH:21][C:14]3[N:15]=[C:16](S(C)=O)[S:17][C:13]=3[CH:12]=2)[CH:2]=1.N1C2C(=NC=CC=2)N(CC2C=CC3N=C(S(C)(=O)=O)SC=3C=2)C=1.[NH2:46][CH2:47][C:48]1([OH:54])[CH2:53][CH2:52][CH2:51][CH2:50][CH2:49]1.CCN(C(C)C)C(C)C. Product: [N:1]1[C:9]2[C:4](=[N:5][CH:6]=[CH:7][CH:8]=2)[N:3]([CH2:10][C:11]2[CH:22]=[CH:21][C:14]3[N:15]=[C:16]([NH:46][CH2:47][C:48]4([OH:54])[CH2:53][CH2:52][CH2:51][CH2:50][CH2:49]4)[S:17][C:13]=3[CH:12]=2)[CH:2]=1. The catalyst class is: 44.